From a dataset of Forward reaction prediction with 1.9M reactions from USPTO patents (1976-2016). Predict the product of the given reaction. (1) The product is: [ClH:1].[CH:8]1([N:11]2[C:15]([CH:16]3[CH2:18][CH2:17]3)=[N:14][N:13]=[C:12]2[C:19]([C:22]2[CH:27]=[CH:26][CH:25]=[CH:24][N:23]=2)([CH3:20])[CH3:21])[CH2:9][CH2:10]1. Given the reactants [ClH:1].O1CCOCC1.[CH:8]1([N:11]2[C:15]([CH:16]3[CH2:18][CH2:17]3)=[N:14][N:13]=[C:12]2[C:19]([C:22]2[CH:27]=[CH:26][CH:25]=[CH:24][N:23]=2)([CH3:21])[CH3:20])[CH2:10][CH2:9]1, predict the reaction product. (2) Given the reactants [CH3:1][C:2]1[CH:11]=[CH:10][C:9]2[C:4](=[C:5]([OH:12])[CH:6]=[CH:7][CH:8]=2)[N:3]=1.C1C=CC(P(C2C=CC=CC=2)C2C=CC=CC=2)=CC=1.[CH3:32][O:33][CH2:34][CH:35](O)[CH2:36][O:37][CH3:38].CC(OC(/N=N/C(OC(C)C)=O)=O)C.Cl, predict the reaction product. The product is: [CH3:32][O:33][CH2:34][CH:35]([O:12][C:5]1[CH:6]=[CH:7][CH:8]=[C:9]2[C:4]=1[N:3]=[C:2]([CH3:1])[CH:11]=[CH:10]2)[CH2:36][O:37][CH3:38]. (3) Given the reactants [Br:1][C:2]1[CH:7]=[CH:6][C:5]([F:8])=[C:4]([F:9])[CH:3]=1.C([N-]C(C)C)(C)C.[Li+].CN(C)[CH:20]=[O:21].C(O)(=O)C, predict the reaction product. The product is: [Br:1][C:2]1[C:3]([CH:20]=[O:21])=[C:4]([F:9])[C:5]([F:8])=[CH:6][CH:7]=1. (4) The product is: [CH:1]1([CH2:7][NH:8][C:9](=[O:16])[C:10]2[CH:15]=[CH:14][CH:13]=[CH:12][CH:11]=2)[CH2:6][CH2:5][CH2:4][CH2:3][CH2:2]1. Given the reactants [CH:1]1([CH2:7][NH2:8])[CH2:6][CH2:5][CH2:4][CH2:3][CH2:2]1.[C:9](Cl)(=[O:16])[C:10]1[CH:15]=[CH:14][CH:13]=[CH:12][CH:11]=1, predict the reaction product. (5) The product is: [Cl:24][C:25]1[CH:30]=[CH:29][CH:28]=[CH:27][C:26]=1[NH:31][C:32](=[O:46])[NH:33][C:34]1[CH:39]=[CH:38][C:37]([CH2:40][C:41]([N:11]2[C@@H:7]([C:1]3[CH:2]=[CH:3][CH:4]=[CH:5][CH:6]=3)[CH2:8][CH2:9][C@H:10]2[CH2:12][O:13][C:14]2[CH:15]=[CH:16][C:17]([C:18]([O:20][CH3:21])=[O:19])=[CH:22][CH:23]=2)=[O:42])=[CH:36][C:35]=1[O:44][CH3:45]. Given the reactants [C:1]1([C@@H:7]2[NH:11][C@H:10]([CH2:12][O:13][C:14]3[CH:23]=[CH:22][C:17]([C:18]([O:20][CH3:21])=[O:19])=[CH:16][CH:15]=3)[CH2:9][CH2:8]2)[CH:6]=[CH:5][CH:4]=[CH:3][CH:2]=1.[Cl:24][C:25]1[CH:30]=[CH:29][CH:28]=[CH:27][C:26]=1[NH:31][C:32](=[O:46])[NH:33][C:34]1[CH:39]=[CH:38][C:37]([CH2:40][C:41](O)=[O:42])=[CH:36][C:35]=1[O:44][CH3:45].CCN=C=NCCCN(C)C.Cl.O, predict the reaction product. (6) Given the reactants [Cl-].[PH4+:2].[PH4+].[Cl-].[F:5][Sb-:6]([F:11])([F:10])([F:9])([F:8])[F:7], predict the reaction product. The product is: [F:5][Sb-:6]([F:11])([F:10])([F:9])([F:8])[F:7].[PH4+:2].[PH4+:2].[F:5][Sb-:6]([F:11])([F:10])([F:9])([F:8])[F:7]. (7) Given the reactants [C:1]([C:3]1[CH:21]=[C:20]([C:22]2[N:27]=[C:26]([NH:28][C:29]3[CH:34]=[CH:33][C:32]([N:35]4[CH2:40][CH2:39][N:38]([CH:41]5[CH2:44][O:43][CH2:42]5)[CH2:37][CH2:36]4)=[CH:31][CH:30]=3)[N:25]=[CH:24][N:23]=2)[CH:19]=[CH:18][C:4]=1[O:5][C@@H:6]1[CH2:10][CH2:9][N:8](C(OC(C)(C)C)=O)[CH2:7]1)#[N:2], predict the reaction product. The product is: [O:43]1[CH2:44][CH:41]([N:38]2[CH2:37][CH2:36][N:35]([C:32]3[CH:33]=[CH:34][C:29]([NH:28][C:26]4[N:25]=[CH:24][N:23]=[C:22]([C:20]5[CH:19]=[CH:18][C:4]([O:5][C@@H:6]6[CH2:10][CH2:9][NH:8][CH2:7]6)=[C:3]([CH:21]=5)[C:1]#[N:2])[N:27]=4)=[CH:30][CH:31]=3)[CH2:40][CH2:39]2)[CH2:42]1. (8) Given the reactants N[C:2]1[CH:7]=[CH:6][C:5]([O:8][CH:9]([F:11])[F:10])=[C:4]([CH3:12])[CH:3]=1.N([O-])=O.[Na+].[BrH:17], predict the reaction product. The product is: [Br:17][C:2]1[CH:7]=[CH:6][C:5]([O:8][CH:9]([F:11])[F:10])=[C:4]([CH3:12])[CH:3]=1. (9) Given the reactants [H-].[H-].[H-].[H-].[Li+].[Al+3].[C:7]([O:11][C:12]([NH:14][C@@H:15]([CH:20]([CH3:22])[CH3:21])[C:16](OC)=[O:17])=[O:13])([CH3:10])([CH3:9])[CH3:8], predict the reaction product. The product is: [OH:17][CH2:16][C@@H:15]([NH:14][C:12](=[O:13])[O:11][C:7]([CH3:8])([CH3:10])[CH3:9])[CH:20]([CH3:22])[CH3:21]. (10) Given the reactants [NH2:1][C:2]1[CH:7]=[CH:6][C:5]([N:8]2[CH2:13][CH2:12][S:11](=[O:15])(=[O:14])[CH2:10][CH2:9]2)=[C:4]([F:16])[CH:3]=1.C[Al](C)C.N#N.[NH:23](/[C:27](/[CH3:33])=[CH:28]\[C:29](OC)=[O:30])[C:24]([CH3:26])=O, predict the reaction product. The product is: [O:15]=[S:11]1(=[O:14])[CH2:12][CH2:13][N:8]([C:5]2[CH:6]=[CH:7][C:2]([N:1]3[C:29](=[O:30])[CH:28]=[C:27]([CH3:33])[N:23]=[C:24]3[CH3:26])=[CH:3][C:4]=2[F:16])[CH2:9][CH2:10]1.